This data is from Reaction yield outcomes from USPTO patents with 853,638 reactions. The task is: Predict the reaction yield, written as a fraction of the theoretical maximum amount of product (1.0 means a 100% yield; for example, 0.34 means a 34% yield). The reactants are C(O[CH:4](O)[C:5]([C:7]1[CH:8]=[C:9]([NH:13][S:14]([C:17]2[CH:22]=[CH:21][CH:20]=[CH:19][CH:18]=2)(=[O:16])=[O:15])[CH:10]=[CH:11][CH:12]=1)=[O:6])C.Cl.Cl.[Cl:26][C:27]1[C:41]([Cl:42])=[CH:40][C:30]2[N:31]([CH2:34][CH2:35][C:36]([NH2:39])([CH3:38])[CH3:37])[CH:32]=[N:33][C:29]=2[CH:28]=1.[BH4-].[Na+].[F:45][C:46]([F:51])([F:50])[C:47]([OH:49])=[O:48]. The catalyst is C(O)C.C(N(CC)CC)C. The product is [F:45][C:46]([F:51])([F:50])[C:47]([OH:49])=[O:48].[Cl:26][C:27]1[C:41]([Cl:42])=[CH:40][C:30]2[N:31]([CH2:34][CH2:35][C:36]([NH:39][CH2:4][CH:5]([C:7]3[CH:8]=[C:9]([NH:13][S:14]([C:17]4[CH:18]=[CH:19][CH:20]=[CH:21][CH:22]=4)(=[O:15])=[O:16])[CH:10]=[CH:11][CH:12]=3)[OH:6])([CH3:38])[CH3:37])[CH:32]=[N:33][C:29]=2[CH:28]=1. The yield is 0.340.